The task is: Regression. Given a peptide amino acid sequence and an MHC pseudo amino acid sequence, predict their binding affinity value. This is MHC class II binding data.. This data is from Peptide-MHC class II binding affinity with 134,281 pairs from IEDB. (1) The binding affinity (normalized) is 0.528. The MHC is DRB1_0101 with pseudo-sequence DRB1_0101. The peptide sequence is IHSLYGRYNCKCCWF. (2) The peptide sequence is RIKLDIETSFIFIET. The MHC is HLA-DPA10301-DPB10402 with pseudo-sequence HLA-DPA10301-DPB10402. The binding affinity (normalized) is 0.337.